Dataset: TCR-epitope binding with 47,182 pairs between 192 epitopes and 23,139 TCRs. Task: Binary Classification. Given a T-cell receptor sequence (or CDR3 region) and an epitope sequence, predict whether binding occurs between them. (1) The epitope is KLFIRQEEV. The TCR CDR3 sequence is CASSQGPPGLAQETQYF. Result: 0 (the TCR does not bind to the epitope). (2) The TCR CDR3 sequence is CASSLDRGDIQYF. Result: 0 (the TCR does not bind to the epitope). The epitope is QVPLRPMTYK. (3) The epitope is VTEHDTLLY. Result: 1 (the TCR binds to the epitope). The TCR CDR3 sequence is CASSWDSSYEQYF. (4) The epitope is EIYKRWII. The TCR CDR3 sequence is CASSPNGDRVFDQPQHF. Result: 1 (the TCR binds to the epitope). (5) The epitope is FQPTNGVGY. The TCR CDR3 sequence is CASSPAWGGTQETQYF. Result: 1 (the TCR binds to the epitope).